From a dataset of Reaction yield outcomes from USPTO patents with 853,638 reactions. Predict the reaction yield, written as a fraction of the theoretical maximum amount of product (1.0 means a 100% yield; for example, 0.34 means a 34% yield). (1) The yield is 0.630. The product is [CH3:20][C:12]1([N:5]2[C:4](=[O:21])[C:3]3[C:7](=[CH:8][CH:9]=[CH:10][C:2]=3[NH:1][C:22](=[O:25])[CH2:23][CH3:24])[C:6]2=[O:11])[CH2:17][CH2:16][C:15](=[O:18])[NH:14][C:13]1=[O:19]. The reactants are [NH2:1][C:2]1[CH:10]=[CH:9][CH:8]=[C:7]2[C:3]=1[C:4](=[O:21])[N:5]([C:12]1([CH3:20])[CH2:17][CH2:16][C:15](=[O:18])[NH:14][C:13]1=[O:19])[C:6]2=[O:11].[C:22](Cl)(=[O:25])[CH2:23][CH3:24].CO. The catalyst is C1COCC1. (2) The reactants are C(N(CC)CC)C.[CH2:8]([O:10][C:11]([C:13]1[C:18](O)=[CH:17][C:16](=[O:20])[N:15]([CH3:21])[CH:14]=1)=[O:12])[CH3:9].O=P(Cl)(Cl)[Cl:24]. No catalyst specified. The product is [CH2:8]([O:10][C:11]([C:13]1[C:18]([Cl:24])=[CH:17][C:16](=[O:20])[N:15]([CH3:21])[CH:14]=1)=[O:12])[CH3:9]. The yield is 0.670. (3) The reactants are C(O)(C(F)(F)F)=O.C(OC(=O)[NH:14][C:15]1[C:16]([NH:25][C:26]2[CH:31]=[CH:30][C:29]([Br:32])=[CH:28][C:27]=2[F:33])=[CH:17][C:18](=[O:24])[N:19]2[C:23]=1[CH2:22][CH2:21][CH2:20]2)(C)(C)C. The catalyst is C(Cl)Cl. The product is [NH2:14][C:15]1[C:16]([NH:25][C:26]2[CH:31]=[CH:30][C:29]([Br:32])=[CH:28][C:27]=2[F:33])=[CH:17][C:18](=[O:24])[N:19]2[C:23]=1[CH2:22][CH2:21][CH2:20]2. The yield is 0.790.